This data is from Reaction yield outcomes from USPTO patents with 853,638 reactions. The task is: Predict the reaction yield, written as a fraction of the theoretical maximum amount of product (1.0 means a 100% yield; for example, 0.34 means a 34% yield). The reactants are [CH3:1][C:2]([CH3:35])([CH3:34])[C:3](=[O:33])[CH2:4][CH2:5][C:6]1[CH:11]=[CH:10][C:9]([C:12]([C:17]2[CH:22]=[CH:21][C:20](OS(C(F)(F)F)(=O)=O)=[C:19]([CH3:31])[CH:18]=2)([CH2:15][CH3:16])[CH2:13][CH3:14])=[CH:8][C:7]=1[CH3:32].C(N(CC)CC)C.[CH3:43][O:44][C:45](=[O:48])[CH:46]=[CH2:47].C1C=CC(P(C2C=CC=CC=2)CCCP(C2C=CC=CC=2)C2C=CC=CC=2)=CC=1.[NH4+].[Cl-]. The catalyst is CN(C=O)C.C([O-])(=O)C.[Pd+2].C([O-])(=O)C. The product is [CH3:43][O:44][C:45](=[O:48])/[CH:46]=[CH:47]/[C:20]1[CH:21]=[CH:22][C:17]([C:12]([C:9]2[CH:10]=[CH:11][C:6]([CH2:5][CH2:4][C:3](=[O:33])[C:2]([CH3:34])([CH3:1])[CH3:35])=[C:7]([CH3:32])[CH:8]=2)([CH2:13][CH3:14])[CH2:15][CH3:16])=[CH:18][C:19]=1[CH3:31]. The yield is 0.560.